Dataset: NCI-60 drug combinations with 297,098 pairs across 59 cell lines. Task: Regression. Given two drug SMILES strings and cell line genomic features, predict the synergy score measuring deviation from expected non-interaction effect. Drug 1: C1C(C(OC1N2C=NC3=C(N=C(N=C32)Cl)N)CO)O. Drug 2: CCCCC(=O)OCC(=O)C1(CC(C2=C(C1)C(=C3C(=C2O)C(=O)C4=C(C3=O)C=CC=C4OC)O)OC5CC(C(C(O5)C)O)NC(=O)C(F)(F)F)O. Cell line: SNB-19. Synergy scores: CSS=50.7, Synergy_ZIP=-1.43, Synergy_Bliss=-1.99, Synergy_Loewe=-3.74, Synergy_HSA=1.56.